The task is: Predict the reactants needed to synthesize the given product.. This data is from Full USPTO retrosynthesis dataset with 1.9M reactions from patents (1976-2016). Given the product [Cl:8][C:5]1[CH:6]=[CH:7][C:2]2[NH:1][C:22](=[O:23])[CH:21]([CH2:25][C:26]([OH:28])=[O:27])[S:20][CH:9]([C:10]3[CH:15]=[CH:14][CH:13]=[C:12]([O:16][CH3:17])[C:11]=3[O:18][CH3:19])[C:3]=2[CH:4]=1, predict the reactants needed to synthesize it. The reactants are: [NH2:1][C:2]1[CH:7]=[CH:6][C:5]([Cl:8])=[CH:4][C:3]=1[CH:9]([S:20][CH:21]([CH2:25][C:26]([OH:28])=[O:27])[C:22](O)=[O:23])[C:10]1[CH:15]=[CH:14][CH:13]=[C:12]([O:16][CH3:17])[C:11]=1[O:18][CH3:19].